This data is from Peptide-MHC class I binding affinity with 185,985 pairs from IEDB/IMGT. The task is: Regression. Given a peptide amino acid sequence and an MHC pseudo amino acid sequence, predict their binding affinity value. This is MHC class I binding data. (1) The peptide sequence is SQKGQHIEG. The MHC is HLA-A11:01 with pseudo-sequence HLA-A11:01. The binding affinity (normalized) is 0. (2) The peptide sequence is IARLVYKAR. The MHC is HLA-B57:01 with pseudo-sequence HLA-B57:01. The binding affinity (normalized) is 0.0847.